Dataset: Forward reaction prediction with 1.9M reactions from USPTO patents (1976-2016). Task: Predict the product of the given reaction. (1) Given the reactants [CH3:1][O:2][C:3]1[C:4]([C:11]2[NH:12][C:13](=[O:20])[CH:14]=[C:15]([C:17]([OH:19])=O)[N:16]=2)=[N:5][CH:6]=[C:7]([O:9][CH3:10])[CH:8]=1.Cl.[F:22][C:23]1[CH:24]=[C:25]([C@H:34]([NH2:38])[CH2:35][O:36][CH3:37])[CH:26]=[CH:27][C:28]=1[O:29][C:30]([F:33])([F:32])[F:31].Cl.CN(C)CCCN=C=NCC.ON1C2C=CC=CC=2N=N1, predict the reaction product. The product is: [CH3:1][O:2][C:3]1[C:4]([C:11]2[NH:12][C:13](=[O:20])[CH:14]=[C:15]([C:17]([NH:38][C@@H:34]([C:25]3[CH:26]=[CH:27][C:28]([O:29][C:30]([F:31])([F:32])[F:33])=[C:23]([F:22])[CH:24]=3)[CH2:35][O:36][CH3:37])=[O:19])[N:16]=2)=[N:5][CH:6]=[C:7]([O:9][CH3:10])[CH:8]=1. (2) Given the reactants C[O:2][C:3](=[O:31])[CH2:4][CH2:5][C@H:6]([C@@H:8]1[C@:25]2([CH3:26])[C@H:11]([C@H:12]3[C@H:22]([CH2:23][CH2:24]2)[C@:20]2([CH3:21])[C@@H:15]([CH2:16][C@H:17]([OH:27])[CH2:18][CH2:19]2)/[C:14](=[CH:28]/[CH3:29])/[C:13]3=[O:30])[CH2:10][CH2:9]1)[CH3:7].[OH-].[Na+], predict the reaction product. The product is: [OH:27][C@@H:17]1[CH2:18][CH2:19][C@@:20]2([CH3:21])[C@H:15](/[C:14](=[CH:28]/[CH3:29])/[C:13](=[O:30])[C@@H:12]3[C@@H:22]2[CH2:23][CH2:24][C@@:25]2([CH3:26])[C@H:11]3[CH2:10][CH2:9][C@@H:8]2[C@H:6]([CH3:7])[CH2:5][CH2:4][C:3]([OH:31])=[O:2])[CH2:16]1. (3) Given the reactants [F:1][C:2]1[CH:3]=[C:4]([NH2:24])[CH:5]=[CH:6][C:7]=1[O:8][C:9]1[CH:14]=[CH:13][N:12]=[C:11]2[CH:15]=[C:16]([C:18]3[N:19]([CH3:23])[CH:20]=[CH:21][N:22]=3)[S:17][C:10]=12.[ClH:25].Cl.FC1C=C(NC(NC(=O)CC2C=CC=CC=2F)=S)C=CC=1OC1C=CN=C2C=C(C3N(C)C=CN=3)SC=12.[CH3:64][O:65][C:66]1[CH:71]=[CH:70][CH:69]=[CH:68][C:67]=1[CH2:72][C:73]([N:75]=[C:76]=[S:77])=[O:74], predict the reaction product. The product is: [ClH:25].[ClH:25].[F:1][C:2]1[CH:3]=[C:4]([NH:24][C:76]([NH:75][C:73](=[O:74])[CH2:72][C:67]2[CH:68]=[CH:69][CH:70]=[CH:71][C:66]=2[O:65][CH3:64])=[S:77])[CH:5]=[CH:6][C:7]=1[O:8][C:9]1[CH:14]=[CH:13][N:12]=[C:11]2[CH:15]=[C:16]([C:18]3[N:19]([CH3:23])[CH:20]=[CH:21][N:22]=3)[S:17][C:10]=12. (4) Given the reactants [C:1]([C:4]1[CH:5]=[C:6]([F:28])[C:7]([C:15]2[CH2:16][N:17](C(OC(C)(C)C)=O)[CH2:18][CH2:19][CH:20]=2)=[C:8]2[C:12]=1[NH:11][C:10]([CH3:13])=[C:9]2[CH3:14])(=[O:3])[NH2:2].[C:29]([OH:35])([C:31]([F:34])([F:33])[F:32])=[O:30], predict the reaction product. The product is: [OH:35][C:29]([C:31]([F:34])([F:33])[F:32])=[O:30].[F:28][C:6]1[C:7]([C:15]2[CH2:16][NH:17][CH2:18][CH2:19][CH:20]=2)=[C:8]2[C:12](=[C:4]([C:1]([NH2:2])=[O:3])[CH:5]=1)[NH:11][C:10]([CH3:13])=[C:9]2[CH3:14]. (5) Given the reactants [OH:1][C:2]1[CH:8]=[CH:7][CH:6]=[CH:5][C:3]=1[NH2:4].[C:9](Cl)(=[O:18])[C:10]1[CH:15]=[CH:14][C:13]([O:16][CH3:17])=[CH:12][CH:11]=1.[C:20]([C:22]1[CH:23]=[C:24]([CH:27]=[CH:28][CH:29]=1)[CH2:25]Br)#[N:21], predict the reaction product. The product is: [C:20]([C:22]1[CH:23]=[C:24]([CH:27]=[CH:28][CH:29]=1)[CH2:25][O:1][C:2]1[CH:8]=[CH:7][CH:6]=[CH:5][C:3]=1[NH:4][C:9](=[O:18])[C:10]1[CH:15]=[CH:14][C:13]([O:16][CH3:17])=[CH:12][CH:11]=1)#[N:21]. (6) Given the reactants [Br:1][C:2]1[CH:3]=[N:4][C:5]2[N:6]([N:8]=[C:9]([C:11]([OH:13])=O)[CH:10]=2)[CH:7]=1.[CH3:14][CH:15]1[CH2:20][C:19]([C:21]2[CH:26]=[CH:25][C:24]([C:27]([F:30])([F:29])[F:28])=[CH:23][CH:22]=2)=[CH:18][CH2:17][NH:16]1, predict the reaction product. The product is: [Br:1][C:2]1[CH:3]=[N:4][C:5]2[N:6]([N:8]=[C:9]([C:11]([N:16]3[CH2:17][CH:18]=[C:19]([C:21]4[CH:26]=[CH:25][C:24]([C:27]([F:28])([F:29])[F:30])=[CH:23][CH:22]=4)[CH2:20][CH:15]3[CH3:14])=[O:13])[CH:10]=2)[CH:7]=1. (7) Given the reactants [CH3:1][O:2][C:3]1[CH:57]=[CH:56][CH:55]=[CH:54][C:4]=1[CH2:5][O:6][CH2:7][CH2:8][CH2:9][O:10][C:11]1[CH:16]=[CH:15][C:14]([CH:17]2[CH2:22][CH2:21][N:20]([C:23]([O:25][C:26]([CH3:29])([CH3:28])[CH3:27])=[O:24])[CH2:19][CH:18]2[O:30][CH2:31][C:32]2[C:40]3[N:39]=[C:38]([CH2:41][CH2:42][CH2:43][O:44][CH3:45])[N:37](COCC[Si](C)(C)C)[C:36]=3[CH:35]=[CH:34][CH:33]=2)=[CH:13][CH:12]=1.[F-].C([N+](CCCC)(CCCC)CCCC)CCC, predict the reaction product. The product is: [CH3:1][O:2][C:3]1[CH:57]=[CH:56][CH:55]=[CH:54][C:4]=1[CH2:5][O:6][CH2:7][CH2:8][CH2:9][O:10][C:11]1[CH:16]=[CH:15][C:14]([CH:17]2[CH2:22][CH2:21][N:20]([C:23]([O:25][C:26]([CH3:29])([CH3:28])[CH3:27])=[O:24])[CH2:19][CH:18]2[O:30][CH2:31][C:32]2[C:40]3[N:39]=[C:38]([CH2:41][CH2:42][CH2:43][O:44][CH3:45])[NH:37][C:36]=3[CH:35]=[CH:34][CH:33]=2)=[CH:13][CH:12]=1.